Predict the reactants needed to synthesize the given product. From a dataset of Retrosynthesis with 50K atom-mapped reactions and 10 reaction types from USPTO. (1) Given the product COc1nc(NC(=O)NS(=O)(=O)c2ccccc2C(=O)OC(C)C)nc(C(F)(F)F)n1, predict the reactants needed to synthesize it. The reactants are: CC(C)OC(=O)c1ccccc1S(=O)(=O)N=C=O.COc1nc(N)nc(C(F)(F)F)n1. (2) Given the product Cc1ccc(-c2nc3n(c2-c2ccc(C4(N)CCC4)cc2)-c2cccnc2Nc2ccccc2-3)cc1N, predict the reactants needed to synthesize it. The reactants are: Cc1ccc(-c2nc3n(c2-c2ccc(C4(NC(=O)OC(C)(C)C)CCC4)cc2)-c2cccnc2Nc2ccccc2-3)cc1N. (3) Given the product CC(C)(C)OC(=O)N[C@@H](CO)c1ccc(O)cc1, predict the reactants needed to synthesize it. The reactants are: CC(C)(C)OC(=O)N[C@@H](CO)c1ccc(OCc2ccccc2)cc1. (4) Given the product COc1cc(C)c([N+](=O)[O-])cn1, predict the reactants needed to synthesize it. The reactants are: CO.Cc1cc(Cl)ncc1[N+](=O)[O-]. (5) The reactants are: O=C(c1ccc(F)cc1)N1CCC[C@H](O)C1.O=C=Nc1cccc(F)c1. Given the product O=C(Nc1cccc(F)c1)O[C@H]1CCCN(C(=O)c2ccc(F)cc2)C1, predict the reactants needed to synthesize it. (6) Given the product Cc1ccccc1C(=O)c1ccc(Nc2ccc(Br)cc2NC(=O)OCOC(=O)CCC(=O)O)cc1Cl, predict the reactants needed to synthesize it. The reactants are: Cc1ccccc1C(=O)c1ccc(Nc2ccc(Br)cc2NC(=O)OCOC(=O)CCC(=O)OCc2ccccc2)cc1Cl.